Task: Predict the reactants needed to synthesize the given product.. Dataset: Full USPTO retrosynthesis dataset with 1.9M reactions from patents (1976-2016) (1) Given the product [CH3:8][CH:7]([CH3:9])[CH2:6][CH:5]([C:10]1[CH:11]=[C:12]([C:34]2[CH:39]=[CH:38][C:37]([C:40]([F:43])([F:41])[F:42])=[CH:36][CH:35]=2)[CH:13]=[C:14]([CH:16]2[CH2:21][CH2:20][CH2:19][N:18]([C:22](=[O:33])[C:23]3[CH:28]=[CH:27][C:26]([C:29]([F:31])([F:32])[F:30])=[CH:25][CH:24]=3)[CH2:17]2)[CH:15]=1)[C:4]([OH:44])=[O:3], predict the reactants needed to synthesize it. The reactants are: C([O:3][C:4](=[O:44])[CH:5]([C:10]1[CH:11]=[C:12]([C:34]2[CH:39]=[CH:38][C:37]([C:40]([F:43])([F:42])[F:41])=[CH:36][CH:35]=2)[CH:13]=[C:14]([CH:16]2[CH2:21][CH2:20][CH2:19][N:18]([C:22](=[O:33])[C:23]3[CH:28]=[CH:27][C:26]([C:29]([F:32])([F:31])[F:30])=[CH:25][CH:24]=3)[CH2:17]2)[CH:15]=1)[CH2:6][CH:7]([CH3:9])[CH3:8])C.[OH-].[K+]. (2) The reactants are: [F:1][C:2]([F:11])([C:5]1[CH:10]=[CH:9][CH:8]=[CH:7][N:6]=1)[CH2:3][OH:4].[CH3:12]S([O-])(=O)=O.[S:17](Cl)(Cl)(=[O:19])=[O:18].[CH3:22][CH2:23][CH2:24][CH2:25][CH2:26][CH3:27]. Given the product [CH3:12][C:24]1[CH:23]=[CH:22][C:27]([S:17]([O:4][CH2:3][C:2]([F:1])([F:11])[C:5]2[CH:10]=[CH:9][CH:8]=[CH:7][N:6]=2)(=[O:19])=[O:18])=[CH:26][CH:25]=1, predict the reactants needed to synthesize it. (3) Given the product [Cl:17][C:13]1[C:12]([CH3:18])=[C:11]([N:7]2[C:8](=[O:10])[CH2:9][N:5]([C:3](=[O:4])[CH2:2][N:19]3[C:23]4=[N:24][CH:25]=[CH:26][CH:27]=[C:22]4[CH:21]=[N:20]3)[CH2:6]2)[CH:16]=[CH:15][CH:14]=1, predict the reactants needed to synthesize it. The reactants are: Cl[CH2:2][C:3]([N:5]1[CH2:9][C:8](=[O:10])[N:7]([C:11]2[CH:16]=[CH:15][CH:14]=[C:13]([Cl:17])[C:12]=2[CH3:18])[CH2:6]1)=[O:4].[NH:19]1[C:23]2=[N:24][CH:25]=[CH:26][CH:27]=[C:22]2[CH:21]=[N:20]1.C(=O)([O-])[O-].[Cs+].[Cs+]. (4) Given the product [CH:43]1([CH2:41][N:38]2[C:39](=[O:40])[C@@H:33]([NH:32][C:49](=[O:54])[C@@H:50]([OH:51])[CH3:52])[CH2:34][N:35]([CH3:48])[C:36]3[CH:47]=[CH:46][CH:45]=[CH:44][C:37]2=3)[CH2:42][CH2:2]1, predict the reactants needed to synthesize it. The reactants are: O[C:2]1C2N=NNC=2C=CC=1.C(N(C(C)C)CC)(C)C.Cl.CN(C)CCCN=C=NCC.[NH2:32][C@@H:33]1[C:39](=[O:40])[N:38]([CH:41]2[CH2:43][CH2:42]2)[C:37]2[CH:44]=[CH:45][CH:46]=[CH:47][C:36]=2[N:35]([CH3:48])[CH2:34]1.[C:49]([OH:54])(=O)[C@H:50]([CH3:52])[OH:51]. (5) Given the product [CH3:1][N:2]([C:11]1[CH:12]=[CH:13][CH:14]=[C:15]2[C:19]=1[NH:18][C:17]([C:20]1[S:21][C:22]3([CH2:29][CH2:28][N:27]([S:31]([CH3:30])(=[O:33])=[O:32])[CH2:26][CH2:25]3)[CH2:23][N:24]=1)=[CH:16]2)[S:3]([C:6]1[S:7][CH:8]=[CH:9][CH:10]=1)(=[O:4])=[O:5], predict the reactants needed to synthesize it. The reactants are: [CH3:1][N:2]([C:11]1[CH:12]=[CH:13][CH:14]=[C:15]2[C:19]=1[NH:18][C:17]([C:20]1[S:21][C:22]3([CH2:29][CH2:28][NH:27][CH2:26][CH2:25]3)[CH2:23][N:24]=1)=[CH:16]2)[S:3]([C:6]1[S:7][CH:8]=[CH:9][CH:10]=1)(=[O:5])=[O:4].[CH3:30][S:31](Cl)(=[O:33])=[O:32].C(N(CC)CC)C. (6) Given the product [CH:1]1[C:10]2[C:11]3[C:20]([C:8]4[C:9]=2[C:4]([CH:5]=[CH:6][CH:7]=4)=[CH:3][C:2]=1[S:22]([OH:24])(=[O:23])=[O:21])=[N:19][C:18]1[C:13](=[CH:14][CH:15]=[CH:16][CH:17]=1)[N:12]=3, predict the reactants needed to synthesize it. The reactants are: [CH:1]1[C:10]2[C:11]3[C:20]([C:8]4[C:9]=2[C:4]([CH:5]=[CH:6][CH:7]=4)=[CH:3][CH:2]=1)=[N:19][C:18]1[C:13](=[CH:14][CH:15]=[CH:16][CH:17]=1)[N:12]=3.[OH:21][S:22](O)(=[O:24])=[O:23].O=S(=O)=O.S(=O)(=O)(O)O. (7) Given the product [Cl:7][C:8]1[C:12]([CH2:13][O:14][C:15]2[C:20]([F:21])=[CH:19][C:18]([CH2:22][CH2:23][CH2:24][OH:25])=[CH:17][C:16]=2[F:29])=[C:11]([C:30]2[CH:31]=[CH:32][C:33]([CH2:36][CH3:37])=[CH:34][CH:35]=2)[S:10][N:9]=1, predict the reactants needed to synthesize it. The reactants are: [H-].[H-].[H-].[H-].[Li+].[Al+3].[Cl:7][C:8]1[C:12]([CH2:13][O:14][C:15]2[C:20]([F:21])=[CH:19][C:18]([CH2:22][CH2:23][C:24](OCC)=[O:25])=[CH:17][C:16]=2[F:29])=[C:11]([C:30]2[CH:35]=[CH:34][C:33]([CH2:36][CH3:37])=[CH:32][CH:31]=2)[S:10][N:9]=1. (8) Given the product [CH2:28]([O:30][C:31]([C:33]1([C:36]2[CH:37]=[CH:38][C:39]([C:42]3[CH:47]=[CH:46][C:45]([C:48]4[CH:49]=[N:50][N:51]([CH3:65])[C:52]=4[NH:53][C:54]([O:56][CH:57]([C:59]4[CH:60]=[CH:61][CH:62]=[CH:63][C:64]=4[Cl:66])[CH3:58])=[O:55])=[CH:44][CH:43]=3)=[CH:40][CH:41]=2)[CH2:35][CH2:34]1)=[O:32])[CH3:29], predict the reactants needed to synthesize it. The reactants are: NC1N(C)N=CC=1C1C=CC(C2C=CC(C3(C(OCC)=O)CC3)=CC=2)=CC=1.[CH2:28]([O:30][C:31]([C:33]1([C:36]2[CH:41]=[CH:40][C:39]([C:42]3[CH:47]=[CH:46][C:45]([C:48]4[CH:49]=[N:50][N:51]([CH3:65])[C:52]=4[NH:53][C:54]([O:56][C@@H:57]([C:59]4[CH:64]=[CH:63][CH:62]=[CH:61][CH:60]=4)[CH3:58])=[O:55])=[CH:44][CH:43]=3)=[CH:38][CH:37]=2)[CH2:35][CH2:34]1)=[O:32])[CH3:29].[Cl:66]C(Cl)(OC(=O)OC(Cl)(Cl)Cl)Cl.ClC1C=CC=CC=1C(O)C. (9) Given the product [ClH:34].[ClH:36].[NH2:7][CH:8]([CH2:27][C:28]1[CH:29]=[CH:30][C:31]([Cl:34])=[CH:32][CH:33]=1)[C:9]([N:11]1[CH2:16][CH2:15][N:14]([C:17]2[C:18]3[S:25][C:24]([CH3:26])=[CH:23][C:19]=3[N:20]=[CH:21][N:22]=2)[CH2:13][CH2:12]1)=[O:10], predict the reactants needed to synthesize it. The reactants are: C(OC(=O)[NH:7][CH:8]([CH2:27][C:28]1[CH:33]=[CH:32][C:31]([Cl:34])=[CH:30][CH:29]=1)[C:9]([N:11]1[CH2:16][CH2:15][N:14]([C:17]2[C:18]3[S:25][C:24]([CH3:26])=[CH:23][C:19]=3[N:20]=[CH:21][N:22]=2)[CH2:13][CH2:12]1)=[O:10])(C)(C)C.[ClH:36].